From a dataset of Catalyst prediction with 721,799 reactions and 888 catalyst types from USPTO. Predict which catalyst facilitates the given reaction. (1) Reactant: [Cl:1][C:2]1[CH:7]=[CH:6][C:5]([CH:8]([C:13]([C:15]2[CH:20]=[CH:19][CH:18]=[CH:17][C:16]=2F)=O)[CH2:9][CH2:10][C:11]#[N:12])=[C:4]([F:22])[CH:3]=1.Cl.Cl.[CH2:25]([NH:32][NH2:33])[C:26]1[CH:31]=[CH:30][CH:29]=[CH:28][CH:27]=1. Product: [CH2:25]([N:32]1[C:16]2[C:15](=[CH:20][CH:19]=[CH:18][CH:17]=2)[C:13]([CH:8]([C:5]2[CH:6]=[CH:7][C:2]([Cl:1])=[CH:3][C:4]=2[F:22])[CH2:9][CH2:10][C:11]#[N:12])=[N:33]1)[C:26]1[CH:31]=[CH:30][CH:29]=[CH:28][CH:27]=1. The catalyst class is: 17. (2) Reactant: COCN[C:5]([C:7]1[C:8]([NH:17][C:18]2[CH:23]=[CH:22][C:21]([Br:24])=[CH:20][C:19]=2[F:25])=[CH:9][C:10](=[O:16])[N:11]2[C:15]=1[CH2:14][CH2:13][CH2:12]2)=[O:6]. Product: [Br:24][C:21]1[CH:22]=[CH:23][C:18]([NH:17][C:8]2[C:7]([CH:5]=[O:6])=[C:15]3[N:11]([CH2:12][CH2:13][CH2:14]3)[C:10](=[O:16])[CH:9]=2)=[C:19]([F:25])[CH:20]=1. The catalyst class is: 1. (3) Reactant: O[CH2:2][CH2:3][N:4]1[CH2:8][CH2:7][CH2:6][C:5]1=[O:9].S(Cl)([Cl:12])=O. Product: [Cl:12][CH2:2][CH2:3][N:4]1[CH2:8][CH2:7][CH2:6][C:5]1=[O:9]. The catalyst class is: 22. (4) Reactant: [CH3:1][CH:2]([C:4]1[C:12]2[C:11]([N:13]3[CH2:18][CH2:17][CH:16]([NH:19][C:20](=[O:27])[C:21]4[CH:26]=[CH:25][CH:24]=[CH:23][CH:22]=4)[CH2:15][CH2:14]3)=[N:10][CH:9]=[N:8][C:7]=2[N:6](S(C2C=CC=CC=2)(=O)=O)[CH:5]=1)[CH3:3].C(=O)([O-])[O-].[Cs+].[Cs+]. Product: [CH3:3][CH:2]([C:4]1[C:12]2[C:7]([NH:8][CH:9]=[N:10][C:11]=2[N:13]2[CH2:14][CH2:15][CH:16]([NH:19][C:20](=[O:27])[C:21]3[CH:22]=[CH:23][CH:24]=[CH:25][CH:26]=3)[CH2:17][CH2:18]2)=[N:6][CH:5]=1)[CH3:1]. The catalyst class is: 36. (5) Reactant: [ClH:1].[C:2]([NH:6][CH2:7][C:8]([OH:10])=O)([CH3:5])([CH3:4])[CH3:3].CN(C)C=O.S(Cl)([Cl:18])=O. The catalyst class is: 11. Product: [ClH:18].[C:2]([NH:6][CH2:7][C:8]([Cl:1])=[O:10])([CH3:5])([CH3:4])[CH3:3]. (6) Reactant: C[O:2][C:3](=[O:23])[CH2:4][C:5]([NH:7][C:8]1[CH:13]=[CH:12][C:11]([NH:14][S:15]([CH3:18])(=[O:17])=[O:16])=[CH:10][C:9]=1[S:19](=[O:22])(=[O:21])[NH2:20])=O.O.Cl. Product: [CH3:18][S:15]([NH:14][C:11]1[CH:12]=[CH:13][C:8]2[NH:7][C:5]([CH2:4][C:3]([OH:2])=[O:23])=[N:20][S:19](=[O:22])(=[O:21])[C:9]=2[CH:10]=1)(=[O:17])=[O:16]. The catalyst class is: 74. (7) Reactant: C[Si]([N-][Si](C)(C)C)(C)C.[Na+].[CH2:11]([N:13]1[CH2:18][CH2:17][C:16]2[S:19][C:20]([C:22]3[CH:23]=[C:24]([C:29]4[CH:34]=[C:33]([C:35]5[CH:36]=[N:37][N:38]([CH3:40])[CH:39]=5)[N:32]=[CH:31][C:30]=4[NH2:41])[C:25](F)=[N:26][CH:27]=3)=[CH:21][C:15]=2[CH2:14]1)[CH3:12]. Product: [CH2:11]([N:13]1[CH2:18][CH2:17][C:16]2[S:19][C:20]([C:22]3[CH:27]=[N:26][C:25]4[NH:41][C:30]5[CH:31]=[N:32][C:33]([C:35]6[CH:36]=[N:37][N:38]([CH3:40])[CH:39]=6)=[CH:34][C:29]=5[C:24]=4[CH:23]=3)=[CH:21][C:15]=2[CH2:14]1)[CH3:12]. The catalyst class is: 1.